Predict the product of the given reaction. From a dataset of Forward reaction prediction with 1.9M reactions from USPTO patents (1976-2016). (1) Given the reactants [CH:1]1([NH:6][C:7]2[C:12]([CH:13]=O)=[CH:11][N:10]=[C:9]([S:15][CH3:16])[N:8]=2)[CH2:5][CH2:4][CH2:3][CH2:2]1.[CH2:17]([NH2:24])[C:18]1[CH:23]=[CH:22][CH:21]=[CH:20][CH:19]=1, predict the reaction product. The product is: [CH2:17]([N:24]=[CH:13][C:12]1[C:7]([NH:6][CH:1]2[CH2:5][CH2:4][CH2:3][CH2:2]2)=[N:8][C:9]([S:15][CH3:16])=[N:10][CH:11]=1)[C:18]1[CH:23]=[CH:22][CH:21]=[CH:20][CH:19]=1. (2) Given the reactants [S:1]1[C:5]2[CH:6]=[CH:7][CH:8]=[CH:9][C:4]=2[N:3]=[C:2]1[C:10]1[CH:15]=[C:14](Br)[CH:13]=[CH:12][C:11]=1[OH:17].[Li]CCCC.[CH3:23][Si:24](Cl)([CH3:26])[CH3:25], predict the reaction product. The product is: [S:1]1[C:5]2[CH:6]=[CH:7][CH:8]=[CH:9][C:4]=2[N:3]=[C:2]1[C:10]1[CH:15]=[C:14]([Si:24]([CH3:26])([CH3:25])[CH3:23])[CH:13]=[CH:12][C:11]=1[OH:17]. (3) Given the reactants [CH2:1]([N:8]1[C:16]2[C:11](=[CH:12][C:13]([C:17]3[CH:22]=[CH:21][C:20]([O:23][C:24]([F:27])([F:26])[F:25])=[CH:19][CH:18]=3)=[CH:14][CH:15]=2)[C:10]([C:28](=[O:32])[C:29](O)=[O:30])=[CH:9]1)[C:2]1[CH:7]=[CH:6][CH:5]=[CH:4][CH:3]=1.O.ON1C2C=CC=CC=2N=N1.C(N(CC)CC)C.Cl.[C:52]([O:56][C:57](=[O:60])[CH2:58][NH2:59])([CH3:55])([CH3:54])[CH3:53].C1(N=C=NC2CCCCC2)CCCCC1, predict the reaction product. The product is: [CH2:1]([N:8]1[C:16]2[C:11](=[CH:12][C:13]([C:17]3[CH:22]=[CH:21][C:20]([O:23][C:24]([F:27])([F:25])[F:26])=[CH:19][CH:18]=3)=[CH:14][CH:15]=2)[C:10]([C:28](=[O:32])[C:29]([NH:59][CH2:58][C:57]([O:56][C:52]([CH3:55])([CH3:54])[CH3:53])=[O:60])=[O:30])=[CH:9]1)[C:2]1[CH:3]=[CH:4][CH:5]=[CH:6][CH:7]=1. (4) Given the reactants Cl[C:2]1[O:3][C:4]2[CH:10]=[CH:9][C:8]([S:11]([CH2:14][CH3:15])(=[O:13])=[O:12])=[CH:7][C:5]=2[N:6]=1.[C:16]([O:20][C:21]([N:23]1[CH2:28][CH2:27][NH:26][CH2:25][CH2:24]1)=[O:22])([CH3:19])([CH3:18])[CH3:17].C(=O)([O-])[O-].[K+].[K+], predict the reaction product. The product is: [C:16]([O:20][C:21]([N:23]1[CH2:28][CH2:27][N:26]([C:2]2[O:3][C:4]3[CH:10]=[CH:9][C:8]([S:11]([CH2:14][CH3:15])(=[O:13])=[O:12])=[CH:7][C:5]=3[N:6]=2)[CH2:25][CH2:24]1)=[O:22])([CH3:19])([CH3:17])[CH3:18]. (5) Given the reactants C([Sn](CCCC)(CCCC)[C:6]1[O:7][CH:8]=[CH:9][N:10]=1)CCC.Cl[C:20]1[C:25]([CH:26]2[CH2:31][CH2:30][N:29]([CH:32]3[CH2:38][CH2:37][CH2:36][N:35]([C:39]([O:41][CH2:42][CH3:43])=[O:40])[CH2:34][CH2:33]3)[CH2:28][CH2:27]2)=[CH:24][CH:23]=[CH:22][N:21]=1, predict the reaction product. The product is: [O:7]1[CH:8]=[CH:9][N:10]=[C:6]1[C:20]1[C:25]([CH:26]2[CH2:31][CH2:30][N:29]([CH:32]3[CH2:38][CH2:37][CH2:36][N:35]([C:39]([O:41][CH2:42][CH3:43])=[O:40])[CH2:34][CH2:33]3)[CH2:28][CH2:27]2)=[CH:24][CH:23]=[CH:22][N:21]=1.